The task is: Predict the reactants needed to synthesize the given product.. This data is from Full USPTO retrosynthesis dataset with 1.9M reactions from patents (1976-2016). (1) Given the product [Cl:1][C:2]1[CH:7]=[CH:6][C:5]([C:8]2[C:9]([CH3:25])=[C:10]([C:23]3[NH:31][N:30]=[N:29][N:24]=3)[S:11][C:12]=2[C:13]2[CH:18]=[CH:17][C:16]([Cl:19])=[CH:15][C:14]=2[CH:20]([CH3:22])[CH3:21])=[C:4]([CH:26]([CH3:28])[CH3:27])[CH:3]=1, predict the reactants needed to synthesize it. The reactants are: [Cl:1][C:2]1[CH:7]=[CH:6][C:5]([C:8]2[C:9]([CH3:25])=[C:10]([C:23]#[N:24])[S:11][C:12]=2[C:13]2[CH:18]=[CH:17][C:16]([Cl:19])=[CH:15][C:14]=2[CH:20]([CH3:22])[CH3:21])=[C:4]([CH:26]([CH3:28])[CH3:27])[CH:3]=1.[N-:29]=[N+:30]=[N-:31].[Na+]. (2) Given the product [CH:10]1[C:11]2[CH:12]([CH2:14][O:15][C:16]([NH:18][C:19]3([C:24]([NH:26][C@H:27]([C:31]([N:33]([CH3:50])[C@@H:34]([C@@H:46]([CH3:49])[CH2:47][CH3:48])[C@H:35]([O:44][CH3:45])[CH2:36][C:37]([OH:39])=[O:38])=[O:32])[CH:28]([CH3:29])[CH3:30])=[O:25])[CH2:20][CH2:21][CH2:22][CH2:23]3)=[O:17])[C:13]3[C:5](=[CH:4][CH:3]=[CH:2][CH:1]=3)[C:6]=2[CH:7]=[CH:8][CH:9]=1, predict the reactants needed to synthesize it. The reactants are: [CH:1]1[C:13]2[CH:12]([CH2:14][O:15][C:16]([NH:18][C:19]3([C:24]([NH:26][C@H:27]([C:31]([N:33]([CH3:50])[C@@H:34]([C@@H:46]([CH3:49])[CH2:47][CH3:48])[C@H:35]([O:44][CH3:45])[CH2:36][C:37]([O:39]C(C)(C)C)=[O:38])=[O:32])[CH:28]([CH3:30])[CH3:29])=[O:25])[CH2:23][CH2:22][CH2:21][CH2:20]3)=[O:17])[C:11]3[C:6](=[CH:7][CH:8]=[CH:9][CH:10]=3)[C:5]=2[CH:4]=[CH:3][CH:2]=1.FC(F)(F)C(O)=O. (3) Given the product [C:3]([O:7][C:8]([N:10]1[C@H:14]([CH2:15][O:16][CH3:26])[CH2:13][CH2:12][C@H:11]1[CH2:17][O:18][CH2:19][C:20]1[CH:21]=[CH:22][CH:23]=[CH:24][CH:25]=1)=[O:9])([CH3:6])([CH3:4])[CH3:5], predict the reactants needed to synthesize it. The reactants are: [H-].[Na+].[C:3]([O:7][C:8]([N:10]1[C@H:14]([CH2:15][OH:16])[CH2:13][CH2:12][C@H:11]1[CH2:17][O:18][CH2:19][C:20]1[CH:25]=[CH:24][CH:23]=[CH:22][CH:21]=1)=[O:9])([CH3:6])([CH3:5])[CH3:4].[CH3:26]I.O. (4) The reactants are: [C:1]([O:5][C:6]([N:8]([CH2:20][C:21]1[CH:26]=[CH:25][C:24]([O:27][CH3:28])=[CH:23][CH:22]=1)[C:9]1[S:10][CH:11]=[C:12]([CH2:14][C:15]([O:17][CH2:18][CH3:19])=[O:16])[N:13]=1)=[O:7])([CH3:4])([CH3:3])[CH3:2].C1(C)C=CC(S([N:38]=[N+:39]=[N-])(=O)=O)=CC=1.C1CCN2C(=NCCC2)CC1. Given the product [C:1]([O:5][C:6]([N:8]([CH2:20][C:21]1[CH:22]=[CH:23][C:24]([O:27][CH3:28])=[CH:25][CH:26]=1)[C:9]1[S:10][CH:11]=[C:12]([C:14](=[N+:38]=[N-:39])[C:15]([O:17][CH2:18][CH3:19])=[O:16])[N:13]=1)=[O:7])([CH3:4])([CH3:2])[CH3:3], predict the reactants needed to synthesize it. (5) Given the product [CH2:9]([C:13]1[CH:26]=[CH:25][C:16]([CH2:17][C:18]2[C:23]([O:4][CH3:1])=[CH:22][CH:21]=[CH:20][N:19]=2)=[CH:15][CH:14]=1)[CH2:10][CH2:11][CH3:12], predict the reactants needed to synthesize it. The reactants are: [C:1](=[O:4])([O-])[O-].[K+].[K+].CI.[CH2:9]([C:13]1[CH:26]=[CH:25][C:16]([CH2:17][C:18]2[C:23](O)=[CH:22][CH:21]=[CH:20][N:19]=2)=[CH:15][CH:14]=1)[CH2:10][CH2:11][CH3:12].C(OCC)(=O)C. (6) Given the product [CH3:8][C:5]1[CH:6]=[CH:7][C:2]([NH:1][C:18](=[O:19])[CH:17]=[CH:16][S:15][C:9]2[CH:14]=[CH:13][CH:12]=[CH:11][CH:10]=2)=[CH:3][CH:4]=1, predict the reactants needed to synthesize it. The reactants are: [NH2:1][C:2]1[CH:7]=[CH:6][C:5]([CH3:8])=[CH:4][CH:3]=1.[C:9]1([S:15][CH:16]=[CH:17][C:18](Cl)=[O:19])[CH:14]=[CH:13][CH:12]=[CH:11][CH:10]=1.Cl.